This data is from Reaction yield outcomes from USPTO patents with 853,638 reactions. The task is: Predict the reaction yield, written as a fraction of the theoretical maximum amount of product (1.0 means a 100% yield; for example, 0.34 means a 34% yield). (1) The reactants are [CH3:1][C:2]1[N:6]=[CH:5][NH:4][N:3]=1.F[C:8]1[CH:13]=[CH:12][C:11]([N+:14]([O-:16])=[O:15])=[CH:10][C:9]=1[F:17].C(=O)(O)[O-].[Na+].O. The catalyst is CS(C)=O. The product is [F:17][C:9]1[CH:10]=[C:11]([N+:14]([O-:16])=[O:15])[CH:12]=[CH:13][C:8]=1[N:4]1[CH:5]=[N:6][C:2]([CH3:1])=[N:3]1. The yield is 0.170. (2) The reactants are [NH2:1][C@@H:2]1[CH2:7][CH2:6][CH2:5][N:4]([C:8]2[N:13]([CH2:14][C:15]3[CH:22]=[CH:21][CH:20]=[CH:19][C:16]=3[C:17]#[N:18])[C:12](=[O:23])[C:11](Br)=[CH:10][CH:9]=2)[CH2:3]1.[N:25]1[CH:30]=[CH:29][CH:28]=[C:27](B(O)O)[CH:26]=1.C(=O)([O-])[O-].[Na+].[Na+].O. The catalyst is COCCOC.CCOC(C)=O.C1C=CC([P]([Pd]([P](C2C=CC=CC=2)(C2C=CC=CC=2)C2C=CC=CC=2)([P](C2C=CC=CC=2)(C2C=CC=CC=2)C2C=CC=CC=2)[P](C2C=CC=CC=2)(C2C=CC=CC=2)C2C=CC=CC=2)(C2C=CC=CC=2)C2C=CC=CC=2)=CC=1. The product is [NH2:1][C@@H:2]1[CH2:7][CH2:6][CH2:5][N:4]([C:8]2[N:13]([CH2:14][C:15]3[CH:22]=[CH:21][CH:20]=[CH:19][C:16]=3[C:17]#[N:18])[C:12](=[O:23])[C:11]([C:27]3[CH:26]=[N:25][CH:30]=[CH:29][CH:28]=3)=[CH:10][CH:9]=2)[CH2:3]1. The yield is 0.850. (3) The reactants are [CH2:1]([O:8][C:9]1[C:10]([CH2:16][OH:17])=[N:11][C:12]([CH3:15])=[CH:13][CH:14]=1)[C:2]1[CH:7]=[CH:6][CH:5]=[CH:4][CH:3]=1. The catalyst is C(Cl)Cl.O=[Mn]=O. The product is [CH3:15][C:12]1[N:11]=[C:10]([CH:16]=[O:17])[C:9]([O:8][CH2:1][C:2]2[CH:7]=[CH:6][CH:5]=[CH:4][CH:3]=2)=[CH:14][CH:13]=1. The yield is 0.940. (4) The reactants are [NH2:1][C:2]1[N:3]=[C:4]([CH3:22])[C:5]2=[C:6]([CH2:8][C@H:9]([C:14]3[CH:19]=[CH:18][C:17]([F:20])=[CH:16][C:15]=3[Br:21])[NH:10]/[C:11]/2=[N:12]\[OH:13])[N:7]=1.C([O-])([O-])=O.[Cs+].[Cs+].Br[CH:30]1[CH2:34][CH2:33][O:32][C:31]1=[O:35]. The catalyst is CN(C=O)C. The product is [NH2:1][C:2]1[N:3]=[C:4]([CH3:22])[C:5]2=[C:6]([CH2:8][C@H:9]([C:14]3[CH:19]=[CH:18][C:17]([F:20])=[CH:16][C:15]=3[Br:21])[NH:10]/[C:11]/2=[N:12]\[O:13][CH:30]2[CH2:34][CH2:33][O:32][C:31]2=[O:35])[N:7]=1. The yield is 0.780. (5) The reactants are Br[C:2]1[CH:7]=[CH:6][C:5]([CH:8]2[CH2:12][O:11][C:10](=[O:13])[O:9]2)=[CH:4][CH:3]=1.[CH3:14][C:15]1([CH3:31])[C:19]([CH3:21])([CH3:20])[O:18][B:17]([B:17]2[O:18][C:19]([CH3:21])([CH3:20])[C:15]([CH3:31])([CH3:14])[O:16]2)[O:16]1.C([O-])(=O)C.[K+]. The catalyst is O1CCOCC1.O.ClCCl.[Pd+2].ClC1C=C[C-](P(C2C=CC=CC=2)C2C=CC=CC=2)C=1Cl.[C-]1(P(C2C=CC=CC=2)C2C=CC=CC=2)C=CC=C1.[Fe+2]. The product is [CH3:14][C:15]1([CH3:31])[C:19]([CH3:21])([CH3:20])[O:18][B:17]([C:2]2[CH:7]=[CH:6][C:5]([CH:8]3[CH2:12][O:11][C:10](=[O:13])[O:9]3)=[CH:4][CH:3]=2)[O:16]1. The yield is 0.630. (6) The reactants are [CH3:1][O:2][CH2:3][CH2:4][O:5][CH2:6][C:7]([C:10]1[CH:15]=[CH:14][C:13]([NH2:16])=[CH:12][CH:11]=1)([CH3:9])[CH3:8].[N+:17]([O-])([O-:19])=[O:18].[K+]. The catalyst is OS(O)(=O)=O. The product is [CH3:1][O:2][CH2:3][CH2:4][O:5][CH2:6][C:7]([C:10]1[CH:15]=[CH:14][C:13]([NH2:16])=[CH:12][C:11]=1[N+:17]([O-:19])=[O:18])([CH3:9])[CH3:8]. The yield is 0.710. (7) The reactants are Br[C:2]1[CH:3]=[N:4][C:5]([N:8]2[CH:12]=[CH:11][C:10]([C:13]3[N:18]=[C:17]4[N:19]([CH:24]([CH3:26])[CH3:25])[N:20]=[C:21]([CH2:22][CH3:23])[C:16]4=[CH:15][CH:14]=3)=[N:9]2)=[N:6][CH:7]=1.[NH:27]1[CH2:32][CH2:31][O:30][CH2:29][CH2:28]1.F[B-](F)(F)F.C([PH+](C(C)(C)C)C(C)(C)C)(C)(C)C.CC(C)([O-])C.[Na+]. The catalyst is O.C(#N)C.[Pd].[Pd].C(=CC(C=CC1C=CC=CC=1)=O)C1C=CC=CC=1.C(=CC(C=CC1C=CC=CC=1)=O)C1C=CC=CC=1.C(=CC(C=CC1C=CC=CC=1)=O)C1C=CC=CC=1.C1(C)C=CC=CC=1. The product is [CH2:22]([C:21]1[C:16]2[C:17](=[N:18][C:13]([C:10]3[CH:11]=[CH:12][N:8]([C:5]4[N:4]=[CH:3][C:2]([N:27]5[CH2:32][CH2:31][O:30][CH2:29][CH2:28]5)=[CH:7][N:6]=4)[N:9]=3)=[CH:14][CH:15]=2)[N:19]([CH:24]([CH3:26])[CH3:25])[N:20]=1)[CH3:23]. The yield is 0.0750.